From a dataset of Full USPTO retrosynthesis dataset with 1.9M reactions from patents (1976-2016). Predict the reactants needed to synthesize the given product. (1) Given the product [CH3:27][C:4]1([CH3:28])[CH2:3][CH:2]([O:1][S:29]([C:32]2[CH:38]=[CH:37][C:35]([CH3:36])=[CH:34][CH:33]=2)(=[O:31])=[O:30])[C:11]2[C:6](=[CH:7][CH:8]=[C:9]([C:12](=[O:26])[CH2:13][C:14]3[CH:19]=[C:18]([O:20][CH3:21])[C:17]([O:22][CH3:23])=[C:16]([O:24][CH3:25])[CH:15]=3)[CH:10]=2)[O:5]1, predict the reactants needed to synthesize it. The reactants are: [OH:1][CH:2]1[C:11]2[C:6](=[CH:7][CH:8]=[C:9]([C:12](=[O:26])[CH2:13][C:14]3[CH:19]=[C:18]([O:20][CH3:21])[C:17]([O:22][CH3:23])=[C:16]([O:24][CH3:25])[CH:15]=3)[CH:10]=2)[O:5][C:4]([CH3:28])([CH3:27])[CH2:3]1.[S:29](Cl)([C:32]1[CH:38]=[CH:37][C:35]([CH3:36])=[CH:34][CH:33]=1)(=[O:31])=[O:30]. (2) Given the product [Cl:5][C:6]1[CH:7]=[C:8]([CH:11]=[CH:12][C:13]=1[O:14][C@H:15]([C:17]1[N:21]([CH3:22])[C:20]([C:23]2[CH:28]=[CH:27][CH:26]=[CH:25][C:24]=2[C:29]([F:30])([F:32])[F:31])=[N:19][N:18]=1)[CH3:16])[C:9]([NH2:10])=[O:1], predict the reactants needed to synthesize it. The reactants are: [OH-:1].[Na+].OO.[Cl:5][C:6]1[CH:7]=[C:8]([CH:11]=[CH:12][C:13]=1[O:14][C@H:15]([C:17]1[N:21]([CH3:22])[C:20]([C:23]2[CH:28]=[CH:27][CH:26]=[CH:25][C:24]=2[C:29]([F:32])([F:31])[F:30])=[N:19][N:18]=1)[CH3:16])[C:9]#[N:10].O. (3) Given the product [F:30][C:27]([F:28])([F:29])[CH2:26][CH2:25][NH:24][C@H:21]1[CH2:22][CH2:23][N:19]([C:18]2[CH:17]=[CH:16][N:15]=[C:14]3[NH:10][CH:11]=[C:12]([C:31]4[CH:36]=[CH:35][N:34]=[C:33]([NH2:37])[N:32]=4)[C:13]=23)[CH2:20]1, predict the reactants needed to synthesize it. The reactants are: C1(S([N:10]2[C:14]3=[N:15][CH:16]=[CH:17][C:18]([N:19]4[CH2:23][CH2:22][C@H:21]([NH:24][CH2:25][CH2:26][C:27]([F:30])([F:29])[F:28])[CH2:20]4)=[C:13]3[C:12]([C:31]3[CH:36]=[CH:35][N:34]=[C:33]([NH2:37])[N:32]=3)=[CH:11]2)(=O)=O)C=CC=CC=1.[Li+].[OH-]. (4) Given the product [C:1]([N:8]1[CH2:12][C@@H:11]([N:13]([CH:20]2[CH2:25][CH2:24][C:23]([CH3:26])([CH3:27])[CH2:22][CH2:21]2)[C:14](=[O:19])[C:15]([CH3:16])([CH3:18])[CH3:17])[CH2:10][C@@H:9]1[C:28](=[O:29])[CH3:34])([O:3][C:4]([CH3:5])([CH3:7])[CH3:6])=[O:2], predict the reactants needed to synthesize it. The reactants are: [C:1]([N:8]1[CH2:12][C@@H:11]([N:13]([CH:20]2[CH2:25][CH2:24][C:23]([CH3:27])([CH3:26])[CH2:22][CH2:21]2)[C:14](=[O:19])[C:15]([CH3:18])([CH3:17])[CH3:16])[CH2:10][C@@H:9]1[C:28](N(OC)C)=[O:29])([O:3][C:4]([CH3:7])([CH3:6])[CH3:5])=[O:2].[CH3:34][Mg]Br.CCOCC.